This data is from Full USPTO retrosynthesis dataset with 1.9M reactions from patents (1976-2016). The task is: Predict the reactants needed to synthesize the given product. (1) Given the product [OH:1][C:2]1[CH:25]=[CH:24][C:5]([CH2:6][N:7]2[C:15]3[C:10](=[C:11]([NH:17][C:18](=[O:23])[CH2:19][C:20]([O-:22])=[O:21])[CH:12]=[CH:13][C:14]=3[CH3:16])[CH:9]=[CH:8]2)=[CH:4][C:3]=1[CH:26]([CH3:28])[CH3:27].[Ca+2:32].[OH:1][C:2]1[CH:25]=[CH:24][C:5]([CH2:6][N:7]2[C:15]3[C:10](=[C:11]([NH:17][C:18](=[O:23])[CH2:19][C:20]([O-:22])=[O:21])[CH:12]=[CH:13][C:14]=3[CH3:16])[CH:9]=[CH:8]2)=[CH:4][C:3]=1[CH:26]([CH3:28])[CH3:27], predict the reactants needed to synthesize it. The reactants are: [OH:1][C:2]1[CH:25]=[CH:24][C:5]([CH2:6][N:7]2[C:15]3[C:10](=[C:11]([NH:17][C:18](=[O:23])[CH2:19][C:20]([OH:22])=[O:21])[CH:12]=[CH:13][C:14]=3[CH3:16])[CH:9]=[CH:8]2)=[CH:4][C:3]=1[CH:26]([CH3:28])[CH3:27].[OH-].[Na+].[Cl-].[Ca+2:32].[Cl-]. (2) Given the product [O:15]=[C:7]1[NH:8][C:9]2[CH:14]=[CH:13][C:12]([S:1]([Cl:5])(=[O:3])=[O:2])=[CH:11][C:10]=2[O:6]1, predict the reactants needed to synthesize it. The reactants are: [S:1]([Cl:5])(=O)(=[O:3])[OH:2].[O:6]1[C:10]2[CH:11]=[CH:12][CH:13]=[CH:14][C:9]=2[NH:8][C:7]1=[O:15]. (3) Given the product [CH3:21][C:22]1[C:27]([C:2]2[CH:20]=[CH:19][C:5]3[N:6]=[C:7]([C@H:9]4[CH2:12][C@H:11]([N:13]5[CH2:14][CH2:15][CH2:16][CH2:17]5)[CH2:10]4)[S:8][C:4]=3[CH:3]=2)=[CH:26][CH:25]=[C:24]([CH3:37])[N:23]=1, predict the reactants needed to synthesize it. The reactants are: Br[C:2]1[CH:20]=[CH:19][C:5]2[N:6]=[C:7]([C@H:9]3[CH2:12][C@H:11]([N:13]4[CH2:17][CH2:16][CH2:15][C@H:14]4C)[CH2:10]3)[S:8][C:4]=2[CH:3]=1.[CH3:21][C:22]1[C:27](B2OC(C)(C)C(C)(C)O2)=[CH:26][CH:25]=[C:24]([CH3:37])[N:23]=1.N1C=C(B(O)O)C=NC=1.